Dataset: Forward reaction prediction with 1.9M reactions from USPTO patents (1976-2016). Task: Predict the product of the given reaction. (1) Given the reactants [CH2:1]([O:4][CH:5]1[CH2:10][C:9]([CH3:12])([CH3:11])[NH+:8]([O-:13])[C:7]([CH3:15])([CH3:14])[CH2:6]1)[CH2:2][CH3:3].[C:16](Cl)(=[O:21])[C:17]([CH3:20])([CH3:19])[CH3:18], predict the reaction product. The product is: [CH3:18][C:17]([CH3:20])([CH3:19])[C:16]([O:13][N:8]1[C:7]([CH3:14])([CH3:15])[CH2:6][CH:5]([O:4][CH2:1][CH2:2][CH3:3])[CH2:10][C:9]1([CH3:12])[CH3:11])=[O:21]. (2) The product is: [CH2:36]([NH:43][C:22]1[S:23]/[C:19](=[CH:18]\[C:16]2[O:17][C:10]3[C:9]([C:6]4[CH:5]=[CH:4][C:3]([O:2][CH3:1])=[CH:8][CH:7]=4)=[CH:14][N:13]=[CH:12][C:11]=3[CH:15]=2)/[C:20](=[O:26])[N:21]=1)[C:37]1[CH:42]=[CH:41][CH:40]=[CH:39][CH:38]=1. Given the reactants [CH3:1][O:2][C:3]1[CH:8]=[CH:7][C:6]([C:9]2[C:10]3[O:17][C:16](/[CH:18]=[C:19]4/[C:20](=[O:26])[N:21]=[C:22](SC)[S:23]/4)=[CH:15][C:11]=3[CH:12]=[N:13][CH:14]=2)=[CH:5][CH:4]=1.C(N(C(C)C)CC)(C)C.[CH2:36]([NH2:43])[C:37]1[CH:42]=[CH:41][CH:40]=[CH:39][CH:38]=1, predict the reaction product. (3) Given the reactants Br[C:2]1[C:3]([C@@H:14]([NH:23][C:24](=[O:30])[O:25][C:26]([CH3:29])([CH3:28])[CH3:27])[CH2:15][C:16]2[CH:21]=[CH:20][CH:19]=[C:18]([F:22])[CH:17]=2)=[N:4][C:5]([C:8]#[C:9][C:10]([OH:13])([CH3:12])[CH3:11])=[CH:6][CH:7]=1.[Cl:31][C:32]1[CH:40]=[CH:39][C:38](B2OC(C)(C)C(C)(C)O2)=[C:37]2[C:33]=1[C:34]([NH:51][S:52]([CH3:55])(=[O:54])=[O:53])=[N:35][N:36]2[CH3:50].C([O-])(O)=O.[Na+], predict the reaction product. The product is: [Cl:31][C:32]1[CH:40]=[CH:39][C:38]([C:2]2[C:3]([C@@H:14]([NH:23][C:24](=[O:30])[O:25][C:26]([CH3:28])([CH3:27])[CH3:29])[CH2:15][C:16]3[CH:21]=[CH:20][CH:19]=[C:18]([F:22])[CH:17]=3)=[N:4][C:5]([C:8]#[C:9][C:10]([OH:13])([CH3:12])[CH3:11])=[CH:6][CH:7]=2)=[C:37]2[C:33]=1[C:34]([NH:51][S:52]([CH3:55])(=[O:54])=[O:53])=[N:35][N:36]2[CH3:50]. (4) Given the reactants ClC1C=CC2SC=C(CN3CCN(C4SC(C(O)=O)=C(C)N=4)C3=O)C=2C=1.[CH3:27][C:28]1[N:29]=[C:30]([N:36]2[CH2:40][CH2:39][N:38]([CH2:41][C:42]3[CH:43]=[CH:44][CH:45]=[C:46]4[C:51]=3[N:50]=[CH:49][CH:48]=[CH:47]4)[C:37]2=[O:52])[S:31][C:32]=1[C:33](O)=[O:34].[NH2:53][CH2:54][C:55]1[CH:56]=[N:57][CH:58]=[CH:59][CH:60]=1, predict the reaction product. The product is: [CH3:27][C:28]1[N:29]=[C:30]([N:36]2[CH2:40][CH2:39][N:38]([CH2:41][C:42]3[CH:43]=[CH:44][CH:45]=[C:46]4[C:51]=3[N:50]=[CH:49][CH:48]=[CH:47]4)[C:37]2=[O:52])[S:31][C:32]=1[C:33]([NH:53][CH2:54][C:55]1[CH:56]=[N:57][CH:58]=[CH:59][CH:60]=1)=[O:34]. (5) Given the reactants [H-].[Al+3].[Li+].[H-].[H-].[H-].[CH3:7][CH:8]([CH3:18])[CH:9]([C:12]1[CH:17]=[CH:16][CH:15]=[CH:14][CH:13]=1)[C:10]#[N:11].CO, predict the reaction product. The product is: [CH3:7][CH:8]([CH3:18])[CH:9]([C:12]1[CH:17]=[CH:16][CH:15]=[CH:14][CH:13]=1)[CH2:10][NH2:11].